From a dataset of Reaction yield outcomes from USPTO patents with 853,638 reactions. Predict the reaction yield, written as a fraction of the theoretical maximum amount of product (1.0 means a 100% yield; for example, 0.34 means a 34% yield). (1) The reactants are [C:1]([O:5][C:6]([NH:8][C@@H:9]([C:13]([SH:16])([CH3:15])[CH3:14])[C:10]([OH:12])=O)=[O:7])([CH3:4])([CH3:3])[CH3:2].C[N+]1(C2N=C(OC)N=C(OC)N=2)CCOCC1.[Cl-].[C@H:35]1([NH:45][C:46]([C@@H:48]2[CH2:57][C:56]3[C:51](=[CH:52][C:53]([NH:58][C:59]([C:61]4[CH:70]=[CH:69][C:64]([C:65]([O:67][CH3:68])=[O:66])=[CH:63][CH:62]=4)=[O:60])=[CH:54][CH:55]=3)[CH2:50][NH:49]2)=[O:47])[C:44]2[C:39](=[CH:40][CH:41]=[CH:42][CH:43]=2)[CH2:38][CH2:37][CH2:36]1.CCN(C(C)C)C(C)C. The catalyst is CN(C=O)C. The product is [C:1]([O:5][C:6]([NH:8][C@@H:9]([C:13]([SH:16])([CH3:15])[CH3:14])[C:10]([N:49]1[C@H:48]([C:46](=[O:47])[NH:45][C@H:35]2[C:44]3[C:39](=[CH:40][CH:41]=[CH:42][CH:43]=3)[CH2:38][CH2:37][CH2:36]2)[CH2:57][C:56]2[C:51](=[CH:52][C:53]([NH:58][C:59]([C:61]3[CH:62]=[CH:63][C:64]([C:65]([O:67][CH3:68])=[O:66])=[CH:69][CH:70]=3)=[O:60])=[CH:54][CH:55]=2)[CH2:50]1)=[O:12])=[O:7])([CH3:2])([CH3:3])[CH3:4]. The yield is 0.610. (2) The reactants are [O:1]=[C:2]1[C:10]2[C:5](=[CH:6][CH:7]=[CH:8][CH:9]=2)[C:4](=[O:11])[N:3]1[CH2:12][C@@H:13]1[C@H:18]([CH3:19])[CH2:17][CH2:16][CH2:15][N:14]1C(OCC1C=CC=CC=1)=O. The catalyst is C(O)(=O)C.[Pd]. The product is [CH3:19][C@@H:18]1[CH2:17][CH2:16][CH2:15][NH:14][C@@H:13]1[CH2:12][N:3]1[C:4](=[O:11])[C:5]2[C:10](=[CH:9][CH:8]=[CH:7][CH:6]=2)[C:2]1=[O:1]. The yield is 0.880. (3) The reactants are [F:1][C:2]([F:12])([F:11])[O:3][C:4]1[CH:5]=[C:6]([CH:8]=[CH:9][CH:10]=1)[NH2:7].P(=O)(O)(O)O.[N+]([O-])(O)=O.[N:22]([O-])=O.[Na+].C([O-])(=O)C.[K+].[C:31]([CH2:34][C:35](=[O:37])[CH3:36])(=[O:33])[CH3:32]. The catalyst is O.C(O)C. The product is [F:1][C:2]([F:11])([F:12])[O:3][C:4]1[CH:5]=[C:6]([NH:7][N:22]=[C:34]([C:35](=[O:37])[CH3:36])[C:31](=[O:33])[CH3:32])[CH:8]=[CH:9][CH:10]=1. The yield is 0.740. (4) The reactants are Cl.[F:2][C:3]([F:29])([F:28])[C:4]1[CH:5]=[C:6]([CH:21]=[C:22]([C:24]([F:27])([F:26])[F:25])[CH:23]=1)[CH2:7][O:8][C@H:9]1[CH2:14][CH2:13][NH:12][CH2:11][C@H:10]1[C:15]1[CH:20]=[CH:19][CH:18]=[CH:17][CH:16]=1.[CH2:30]([N:32]=[C:33]=[O:34])[CH3:31]. No catalyst specified. The product is [F:29][C:3]([F:2])([F:28])[C:4]1[CH:5]=[C:6]([CH:21]=[C:22]([C:24]([F:27])([F:25])[F:26])[CH:23]=1)[CH2:7][O:8][C@H:9]1[CH2:14][CH2:13][N:12]([C:33]([NH:32][CH2:30][CH3:31])=[O:34])[CH2:11][C@H:10]1[C:15]1[CH:16]=[CH:17][CH:18]=[CH:19][CH:20]=1. The yield is 0.740. (5) The catalyst is C(OCC)(=O)C.[Pd]. The reactants are [CH3:1][NH:2][C:3]([C:5]1[NH:6][C:7]2[C:12]([C:13]=1[CH:14]=[CH2:15])=[CH:11][CH:10]=[CH:9][CH:8]=2)=[O:4]. The yield is 0.900. The product is [CH2:14]([C:13]1[C:12]2[C:7](=[CH:8][CH:9]=[CH:10][CH:11]=2)[NH:6][C:5]=1[C:3]([NH:2][CH3:1])=[O:4])[CH3:15]. (6) The reactants are O=[C:2]1[C:11]2[C:6](=[CH:7][N:8]=[CH:9][CH:10]=2)[C:5]2=[CH:12][CH:13]=[CH:14][C:15]([C:16]([O:18][CH3:19])=[O:17])=[C:4]2[NH:3]1.P(Cl)(Cl)([Cl:22])=O. No catalyst specified. The product is [Cl:22][C:2]1[C:11]2[C:6](=[CH:7][N:8]=[CH:9][CH:10]=2)[C:5]2=[CH:12][CH:13]=[CH:14][C:15]([C:16]([O:18][CH3:19])=[O:17])=[C:4]2[N:3]=1. The yield is 0.920.